This data is from CYP2C19 inhibition data for predicting drug metabolism from PubChem BioAssay. The task is: Regression/Classification. Given a drug SMILES string, predict its absorption, distribution, metabolism, or excretion properties. Task type varies by dataset: regression for continuous measurements (e.g., permeability, clearance, half-life) or binary classification for categorical outcomes (e.g., BBB penetration, CYP inhibition). Dataset: cyp2c19_veith. (1) The drug is Cc1[nH]nc(-c2ccc(O)cc2O)c1-c1ccc(Cl)cc1. The result is 1 (inhibitor). (2) The molecule is COc1ccc(CNc2ccnc(-c3cccc(C#N)c3)n2)c(OC)c1. The result is 1 (inhibitor). (3) The compound is CC(=O)O[C@H]1C[C@H]2CC[C@H]3[C@H](CC[C@@]4(C)[C@H](OC(C)=O)[C@H]([N+]5(C)CCCCC5)C[C@H]34)[C@@]2(C)C[C@@H]1[N+]1(C)CCCCC1. The result is 0 (non-inhibitor). (4) The result is 0 (non-inhibitor). The compound is COc1ccc(C[C@@H]2c3cc(OC)c(OC)cc3CC[N@+]2(C)CCC(=O)OCCCCCOC(=O)CC[N@@+]2(C)CCc3cc(OC)c(OC)cc3[C@H]2Cc2ccc(OC)c(OC)c2)cc1OC.O=S(=O)([O-])c1ccccc1.O=S(=O)([O-])c1ccccc1. (5) The compound is C[C@H](Br)C(=O)Nc1ccc(C(=O)O)c(O)c1. The result is 0 (non-inhibitor). (6) The molecule is NC(=O)C1CCN(C(=O)CCc2nc3ccccc3c(=O)[nH]2)CC1. The result is 0 (non-inhibitor). (7) The molecule is Cc1c(O)c(=O)n(-c2ccccc2)n1C. The result is 0 (non-inhibitor).